Dataset: Full USPTO retrosynthesis dataset with 1.9M reactions from patents (1976-2016). Task: Predict the reactants needed to synthesize the given product. (1) Given the product [CH:10]1([O:9][C:4]2[CH:3]=[C:2]([F:1])[C:7]([C:26]([O:25][CH2:23][CH3:24])=[O:27])=[C:6]([F:8])[CH:5]=2)[CH2:12][CH2:11]1, predict the reactants needed to synthesize it. The reactants are: [F:1][C:2]1[CH:3]=[C:4]([O:9][CH:10]2[CH2:12][CH2:11]2)[CH:5]=[C:6]([F:8])[CH:7]=1.O1CCCC1.C([Li])CCC.[CH2:23]([O:25][C:26](Cl)=[O:27])[CH3:24]. (2) Given the product [Br:26][C:12]1[N:13]=[C:14]([CH3:25])[N:15]([C:16]2[C:17]([F:24])=[CH:18][C:19]([F:23])=[CH:20][C:21]=2[F:22])[C:11]=1[CH:9]([C:3]1[CH:4]=[CH:5][C:6]([F:8])=[CH:7][C:2]=1[Cl:1])[OH:10], predict the reactants needed to synthesize it. The reactants are: [Cl:1][C:2]1[CH:7]=[C:6]([F:8])[CH:5]=[CH:4][C:3]=1[CH:9]([C:11]1[N:15]([C:16]2[C:21]([F:22])=[CH:20][C:19]([F:23])=[CH:18][C:17]=2[F:24])[C:14]([CH3:25])=[N:13][CH:12]=1)[OH:10].[Br:26]N1C(=O)CCC1=O.S(=O)(O)[O-].[Na+].C(=O)(O)[O-].[Na+]. (3) Given the product [CH3:1][S:2]([O:23][CH2:22][C@H:16]1[C@H:15]([CH2:14][O:13][CH2:6][C:7]2[CH:12]=[CH:11][CH:10]=[CH:9][CH:8]=2)[O:19][C:18]([CH3:20])([CH3:21])[O:17]1)(=[O:4])=[O:3], predict the reactants needed to synthesize it. The reactants are: [CH3:1][S:2](Cl)(=[O:4])=[O:3].[CH2:6]([O:13][CH2:14][C@@H:15]1[O:19][C:18]([CH3:21])([CH3:20])[O:17][C@H:16]1[CH2:22][OH:23])[C:7]1[CH:12]=[CH:11][CH:10]=[CH:9][CH:8]=1.C(N(CC)CC)C.O. (4) Given the product [Br:14][C:7]1[CH:8]=[CH:9][C:4]([O:3][CH2:1][CH3:2])=[C:5]([O:11][CH2:12][CH3:13])[C:6]=1[F:10], predict the reactants needed to synthesize it. The reactants are: [CH2:1]([O:3][C:4]1[CH:9]=[CH:8][CH:7]=[C:6]([F:10])[C:5]=1[O:11][CH2:12][CH3:13])[CH3:2].[Br:14]N1C(=O)CCC1=O.CCCCCC. (5) Given the product [CH3:28][O:29][C:30]1[CH:31]=[C:32]([NH:42][C:43]2[N:45]=[CH:3][C:4]3[CH2:9][CH2:8][CH2:7][CH:6]([C:10]([N:12]4[CH2:13][CH2:14][O:15][CH2:16][CH2:17]4)=[O:11])[C:5]=3[N:44]=2)[CH:33]=[CH:34][C:35]=1[N:36]1[CH:40]=[C:39]([CH3:41])[N:38]=[CH:37]1, predict the reactants needed to synthesize it. The reactants are: CN(C)[CH:3]=[C:4]1[CH2:9][CH2:8][CH2:7][CH:6]([C:10]([N:12]2[CH2:17][CH2:16][O:15][CH2:14][CH2:13]2)=[O:11])[C:5]1=O.[N+]([O-])(O)=O.[N+]([O-])(O)=O.[CH3:28][O:29][C:30]1[CH:31]=[C:32]([NH:42][C:43]([NH2:45])=[NH:44])[CH:33]=[CH:34][C:35]=1[N:36]1[CH:40]=[C:39]([CH3:41])[N:38]=[CH:37]1. (6) Given the product [CH2:1]([C:8]1[N:12]([CH2:13][C:14]([NH:33][C:32]2[CH:34]=[C:28]([O:27][C:24]3[CH:25]=[CH:26][C:21]([C:36]4[CH:41]=[CH:40][CH:39]=[CH:38][CH:37]=4)=[CH:22][CH:23]=3)[CH:29]=[CH:30][C:31]=2[F:35])=[O:16])[C:11]2[CH:17]=[CH:18][CH:19]=[CH:20][C:10]=2[N:9]=1)[C:2]1[CH:3]=[CH:4][CH:5]=[CH:6][CH:7]=1, predict the reactants needed to synthesize it. The reactants are: [CH2:1]([C:8]1[N:12]([CH2:13][C:14]([OH:16])=O)[C:11]2[CH:17]=[CH:18][CH:19]=[CH:20][C:10]=2[N:9]=1)[C:2]1[CH:7]=[CH:6][CH:5]=[CH:4][CH:3]=1.[C:21]1([C:36]2[CH:41]=[CH:40][CH:39]=[CH:38][CH:37]=2)[CH:26]=[CH:25][C:24]([O:27][C:28]2[CH:29]=[CH:30][C:31]([F:35])=[C:32]([CH:34]=2)[NH2:33])=[CH:23][CH:22]=1.CN(C(ON1N=NC2C=CC=NC1=2)=[N+](C)C)C.F[P-](F)(F)(F)(F)F. (7) Given the product [CH:1](=[O:7])[C:2]1[O:6][CH:5]=[CH:4][CH:3]=1.[O:13]=[CH:12][C@@H:11]([C@H:10]([C@@H:9]([CH2:8][OH:17])[OH:16])[OH:15])[OH:14], predict the reactants needed to synthesize it. The reactants are: [CH:1](=[O:7])[C:2]1[O:6][CH:5]=[CH:4][CH:3]=1.[CH2:8]([OH:17])[CH:9]([OH:16])[CH:10]([OH:15])[CH:11]([OH:14])[CH:12]=[O:13].